Predict the reactants needed to synthesize the given product. From a dataset of Full USPTO retrosynthesis dataset with 1.9M reactions from patents (1976-2016). (1) Given the product [CH2:1]([O:3][C:4](=[O:15])[CH2:5][CH2:6][C:7]1[CH:12]=[CH:11][CH:10]=[C:9]([N:13]2[C:27]([NH:26][C:24]([NH:23][C:20]3[CH:21]=[CH:22][C:17]([Cl:16])=[CH:18][CH:19]=3)=[O:25])=[CH:28][C:29]([C:30]3[CH:35]=[CH:34][CH:33]=[CH:32][CH:31]=3)=[N:14]2)[CH:8]=1)[CH3:2], predict the reactants needed to synthesize it. The reactants are: [CH2:1]([O:3][C:4](=[O:15])[CH2:5][CH2:6][C:7]1[CH:12]=[CH:11][CH:10]=[C:9]([NH:13][NH2:14])[CH:8]=1)[CH3:2].[Cl:16][C:17]1[CH:22]=[CH:21][C:20]([NH:23][C:24]([NH:26][C:27](OCC)=[CH:28][C:29](=O)[C:30]2[CH:35]=[CH:34][CH:33]=[CH:32][CH:31]=2)=[O:25])=[CH:19][CH:18]=1. (2) Given the product [Cl:1][C:2]1[CH:7]=[CH:6][C:5]([CH:8]([C:29]2[CH:34]=[CH:33][C:32]([S:35]([NH2:38])(=[O:37])=[O:36])=[CH:31][CH:30]=2)[CH2:9][C:10]([C:12]2[CH:13]=[CH:14][C:15](=[O:19])[N:16]([CH3:18])[CH:17]=2)=[O:11])=[C:4]([CH3:20])[CH:3]=1, predict the reactants needed to synthesize it. The reactants are: [Cl:1][C:2]1[CH:7]=[CH:6][C:5](/[CH:8]=[CH:9]/[C:10]([C:12]2[CH:13]=[CH:14][C:15](=[O:19])[N:16]([CH3:18])[CH:17]=2)=[O:11])=[C:4]([CH3:20])[CH:3]=1.CC1(C)C(C)(C)OB([C:29]2[CH:34]=[CH:33][C:32]([S:35]([NH2:38])(=[O:37])=[O:36])=[CH:31][CH:30]=2)O1.C(=O)([O-])O.[Na+]. (3) Given the product [ClH:31].[NH2:14][C:15]1[CH:16]=[CH:17][C:18]([F:30])=[C:19]([C@@:21]2([CH3:29])[NH:27][C:26](=[O:28])[CH2:25][CH2:24][O:23][CH2:22]2)[CH:20]=1, predict the reactants needed to synthesize it. The reactants are: C(=[N:14][C:15]1[CH:16]=[CH:17][C:18]([F:30])=[C:19]([C@@:21]2([CH3:29])[NH:27][C:26](=[O:28])[CH2:25][CH2:24][O:23][CH2:22]2)[CH:20]=1)(C1C=CC=CC=1)C1C=CC=CC=1.[ClH:31]. (4) The reactants are: [NH2:1][C:2]1[S:3][C:4]([CH2:18][C:19]2[CH:24]=[CH:23][C:22]([Br:25])=[CH:21][CH:20]=2)=[C:5]([C:12]2[CH:17]=[CH:16][CH:15]=[CH:14][CH:13]=2)[C:6]=1C(OCC)=O.[OH-].[K+]. Given the product [Br:25][C:22]1[CH:23]=[CH:24][C:19]([CH2:18][C:4]2[S:3][C:2]([NH2:1])=[CH:6][C:5]=2[C:12]2[CH:17]=[CH:16][CH:15]=[CH:14][CH:13]=2)=[CH:20][CH:21]=1, predict the reactants needed to synthesize it. (5) Given the product [ClH:31].[CH:1]([C:4]1[C:5]2[C:9]([CH:10]=[CH:11][CH:12]=1)=[N:8][N:7]1[C:13]([CH:18]3[CH2:23][CH2:22][NH:21][CH2:20][CH2:19]3)=[CH:14][C:15](=[O:17])[NH:16][C:6]=21)([CH3:3])[CH3:2], predict the reactants needed to synthesize it. The reactants are: [CH:1]([C:4]1[C:5]2[C:9]([CH:10]=[CH:11][CH:12]=1)=[N:8][N:7]1[C:13]([CH:18]3[CH2:23][CH2:22][N:21](C(OC(C)(C)C)=O)[CH2:20][CH2:19]3)=[CH:14][C:15](=[O:17])[NH:16][C:6]=21)([CH3:3])[CH3:2].[ClH:31]. (6) Given the product [Cl:17][C:4]1[CH:3]=[C:2]([C:23]2[CH:24]=[N:25][C:20]([O:19][CH3:18])=[CH:21][CH:22]=2)[C:10]2[N:9]3[CH2:11][CH2:12][NH:13][C:14](=[O:15])[C:8]3=[C:7]([CH3:16])[C:6]=2[CH:5]=1, predict the reactants needed to synthesize it. The reactants are: Br[C:2]1[C:10]2[N:9]3[CH2:11][CH2:12][NH:13][C:14](=[O:15])[C:8]3=[C:7]([CH3:16])[C:6]=2[CH:5]=[C:4]([Cl:17])[CH:3]=1.[CH3:18][O:19][C:20]1[N:25]=[CH:24][C:23](OB(C2C=CC=CC=2)O)=[CH:22][CH:21]=1. (7) Given the product [F:17][C:18]1[CH:19]=[C:20]([N+:25]([O-:27])=[O:26])[CH:21]=[CH:22][C:23]=1[N:5]1[CH2:6][CH2:7][C@@H:3]([OH:2])[CH2:4]1, predict the reactants needed to synthesize it. The reactants are: Cl.[OH:2][C@@H:3]1[CH2:7][CH2:6][NH:5][CH2:4]1.C(N(CC)C(C)C)(C)C.[F:17][C:18]1[CH:19]=[C:20]([N+:25]([O-:27])=[O:26])[CH:21]=[CH:22][C:23]=1F.